This data is from Peptide-MHC class II binding affinity with 134,281 pairs from IEDB. The task is: Regression. Given a peptide amino acid sequence and an MHC pseudo amino acid sequence, predict their binding affinity value. This is MHC class II binding data. (1) The peptide sequence is ASYASPSLQTLIAVS. The MHC is DRB1_0901 with pseudo-sequence DRB1_0901. The binding affinity (normalized) is 0.604. (2) The peptide sequence is SDANTEYERLLSMLN. The MHC is H-2-IAb with pseudo-sequence H-2-IAb. The binding affinity (normalized) is 0.141. (3) The peptide sequence is TNLKVQLIRMAEAEM. The MHC is HLA-DQA10103-DQB10603 with pseudo-sequence HLA-DQA10103-DQB10603. The binding affinity (normalized) is 0.501. (4) The peptide sequence is RKPLDNIKDNVGKME. The MHC is DRB1_1302 with pseudo-sequence DRB1_1302. The binding affinity (normalized) is 0.606. (5) The peptide sequence is HRDNIEDDLLNRNNT. The MHC is HLA-DQA10102-DQB10602 with pseudo-sequence HLA-DQA10102-DQB10602. The binding affinity (normalized) is 0.0545. (6) The peptide sequence is FRILSSISLALVNSM. The MHC is DRB1_0404 with pseudo-sequence DRB1_0404. The binding affinity (normalized) is 0.422. (7) The peptide sequence is FIHFFTWGTMFVPKY. The MHC is DRB1_0701 with pseudo-sequence DRB1_0701. The binding affinity (normalized) is 0.428. (8) The peptide sequence is EKKMFAATQFEPLAA. The MHC is HLA-DPA10103-DPB10601 with pseudo-sequence HLA-DPA10103-DPB10601. The binding affinity (normalized) is 0.822. (9) The peptide sequence is EGGAHLVQDDVIPAN. The MHC is DRB1_0901 with pseudo-sequence DRB1_0901. The binding affinity (normalized) is 0.396.